This data is from Forward reaction prediction with 1.9M reactions from USPTO patents (1976-2016). The task is: Predict the product of the given reaction. (1) Given the reactants C(N(CC)CC)C.Cl.[O:9]=[C:10]1[CH:15]([N:16]2[C:24](=[O:25])[C:23]3[C:18](=[CH:19][CH:20]=[CH:21][C:22]=3[CH2:26][NH:27][CH3:28])[C:17]2=[O:29])[CH2:14][CH2:13][C:12](=[O:30])[NH:11]1.[CH3:31][O:32][C:33]1[CH:38]=[CH:37][C:36]([N:39]=[C:40]=[O:41])=[CH:35][CH:34]=1, predict the reaction product. The product is: [O:9]=[C:10]1[CH:15]([N:16]2[C:24](=[O:25])[C:23]3[C:18](=[CH:19][CH:20]=[CH:21][C:22]=3[CH2:26][N:27]([CH3:28])[C:40]([NH:39][C:36]3[CH:35]=[CH:34][C:33]([O:32][CH3:31])=[CH:38][CH:37]=3)=[O:41])[C:17]2=[O:29])[CH2:14][CH2:13][C:12](=[O:30])[NH:11]1. (2) Given the reactants NC(=[N:13][OH:14])C1C=C(C=CC=1)C(OC)=O.[C:15]([C:17]1[CH:22]=[CH:21][C:20]([CH2:23][CH2:24][C:25]([O:27][C:28]([CH3:31])([CH3:30])[CH3:29])=[O:26])=[CH:19][C:18]=1[CH3:32])#[N:16], predict the reaction product. The product is: [NH2:16][C:15](=[N:13][OH:14])[C:17]1[CH:22]=[CH:21][C:20]([CH2:23][CH2:24][C:25]([O:27][C:28]([CH3:29])([CH3:31])[CH3:30])=[O:26])=[CH:19][C:18]=1[CH3:32]. (3) The product is: [O:1]1[C:5]2[CH:6]=[CH:7][C:8]([CH2:10][N:11]3[C:12](=[O:27])[C:13]4[C:22](=[C:21]([OH:25])[C:20]5[N:19]=[CH:18][CH:17]=[N:16][C:15]=5[C:14]=4[O:26][C:28](=[O:34])[CH2:29][CH2:30][CH2:31][CH2:32][CH3:33])[C:23]3=[O:24])=[CH:9][C:4]=2[O:3][CH2:2]1. Given the reactants [O:1]1[C:5]2[CH:6]=[CH:7][C:8]([CH2:10][N:11]3[C:23](=[O:24])[C:22]4[C:13](=[C:14]([OH:26])[C:15]5[N:16]=[CH:17][CH:18]=[N:19][C:20]=5[C:21]=4[OH:25])[C:12]3=[O:27])=[CH:9][C:4]=2[O:3][CH2:2]1.[C:28](O)(=[O:34])[CH2:29][CH2:30][CH2:31][CH2:32][CH3:33].CN(C(ON1N=NC2C=CC=CC1=2)=[N+](C)C)C.[B-](F)(F)(F)F.C(N(CC)CC)C, predict the reaction product. (4) The product is: [NH2:37][C:38]1[CH:46]=[CH:45][C:41]([C:42]([O-:44])=[O:43])=[CH:40][CH:39]=1.[CH2:2]([N+:4]1[C:9](/[CH:10]=[CH:11]/[C:12]2[CH:13]=[CH:14][C:15]([N:18]3[CH2:22][CH2:21][CH2:20][CH2:19]3)=[CH:16][CH:17]=2)=[CH:8][CH:7]=[CH:6][C:5]=1/[CH:23]=[CH:24]/[C:25]1[CH:30]=[CH:29][C:28]([N:31]2[CH2:32][CH2:33][CH2:34][CH2:35]2)=[CH:27][CH:26]=1)[CH3:3]. Given the reactants [Cl-].[CH2:2]([N+:4]1[C:9](/[CH:10]=[CH:11]/[C:12]2[CH:17]=[CH:16][C:15]([N:18]3[CH2:22][CH2:21][CH2:20][CH2:19]3)=[CH:14][CH:13]=2)=[CH:8][CH:7]=[CH:6][C:5]=1/[CH:23]=[CH:24]/[C:25]1[CH:30]=[CH:29][C:28]([N:31]2[CH2:35][CH2:34][CH2:33][CH2:32]2)=[CH:27][CH:26]=1)[CH3:3].[Na].[NH2:37][C:38]1[CH:46]=[CH:45][C:41]([C:42]([OH:44])=[O:43])=[CH:40][CH:39]=1, predict the reaction product. (5) Given the reactants [CH2:1]([O:3][C:4]([C:6]1[CH:11]=[C:10]([OH:12])[CH:9]=[C:8]([C:13]([O:15][CH2:16][CH3:17])=[O:14])[CH:7]=1)=[O:5])[CH3:2].Br[CH2:19][CH2:20][CH2:21][CH2:22][CH2:23][CH2:24][CH2:25][CH2:26][CH2:27][CH2:28][CH2:29][CH2:30][CH2:31][CH2:32][CH2:33][CH3:34].CC(C)=O.C(=O)([O-])[O-].[K+].[K+], predict the reaction product. The product is: [CH2:16]([O:15][C:13]([C:8]1[CH:9]=[C:10]([O:12][CH2:34][CH2:33][CH2:32][CH2:31][CH2:30][CH2:29][CH2:28][CH2:27][CH2:26][CH2:25][CH2:24][CH2:23][CH2:22][CH2:21][CH2:20][CH3:19])[CH:11]=[C:6]([C:4]([O:3][CH2:1][CH3:2])=[O:5])[CH:7]=1)=[O:14])[CH3:17]. (6) The product is: [CH:25]1([NH:31][C:2]2[N:11]=[CH:10][C:9]3[C:4](=[CH:5][CH:6]=[C:7]([C:12]4[CH:13]=[C:14]([CH:21]=[CH:22][C:23]=4[CH3:24])[C:15]([NH:17][CH:18]4[CH2:20][CH2:19]4)=[O:16])[CH:8]=3)[N:3]=2)[CH2:30][CH2:29][CH2:28][CH2:27][CH2:26]1. Given the reactants Cl[C:2]1[N:11]=[CH:10][C:9]2[C:4](=[CH:5][CH:6]=[C:7]([C:12]3[CH:13]=[C:14]([CH:21]=[CH:22][C:23]=3[CH3:24])[C:15]([NH:17][CH:18]3[CH2:20][CH2:19]3)=[O:16])[CH:8]=2)[N:3]=1.[CH:25]1([NH2:31])[CH2:30][CH2:29][CH2:28][CH2:27][CH2:26]1, predict the reaction product.